This data is from Forward reaction prediction with 1.9M reactions from USPTO patents (1976-2016). The task is: Predict the product of the given reaction. Given the reactants [CH2:1]([C@H:8]1[N:13]([C:14]([C:16]2[N:17]=[CH:18][N:19]([C@H:27]3[CH2:32][CH2:31][CH2:30][CH2:29][C@@H:28]3[OH:33])[C:20]=2[C:21]2[CH:26]=[CH:25][CH:24]=[CH:23][CH:22]=2)=[O:15])[CH2:12][CH2:11][N:10]([C:34]([O:36][C:37]([CH3:40])([CH3:39])[CH3:38])=[O:35])[CH2:9]1)[C:2]1[CH:7]=[CH:6][CH:5]=[CH:4][CH:3]=1.[H-].[Na+].Br[CH2:44][CH2:45][CH2:46][N:47]1[Si](C)(C)CC[Si]1(C)C, predict the reaction product. The product is: [NH2:47][CH2:46][CH2:45][CH2:44][O:33][C@H:28]1[CH2:29][CH2:30][CH2:31][CH2:32][C@@H:27]1[N:19]1[C:20]([C:21]2[CH:26]=[CH:25][CH:24]=[CH:23][CH:22]=2)=[C:16]([C:14]([N:13]2[CH2:12][CH2:11][N:10]([C:34]([O:36][C:37]([CH3:40])([CH3:39])[CH3:38])=[O:35])[CH2:9][C@H:8]2[CH2:1][C:2]2[CH:3]=[CH:4][CH:5]=[CH:6][CH:7]=2)=[O:15])[N:17]=[CH:18]1.